Predict which catalyst facilitates the given reaction. From a dataset of Catalyst prediction with 721,799 reactions and 888 catalyst types from USPTO. (1) Reactant: [N:1]([CH2:4][C:5]1[CH:14]=[CH:13][C:8]([C:9]([O:11]C)=[O:10])=[CH:7][N:6]=1)=[N+]=[N-].C(N(CC)CC)C.[O:22](C(OC(C)(C)C)=O)[C:23]([O:25][C:26]([CH3:29])([CH3:28])[CH3:27])=O. Product: [C:26]([O:25][C:23]([NH:1][CH2:4][C:5]1[CH:14]=[CH:13][C:8]([C:9]([OH:11])=[O:10])=[CH:7][N:6]=1)=[O:22])([CH3:29])([CH3:28])[CH3:27]. The catalyst class is: 19. (2) Reactant: [C:1]([O:5][C:6]([NH:8][C@H:9]([C:23]([O:25][CH3:26])=[O:24])[CH2:10][C:11]1[CH:12]=[N:13][C:14]([C:17]#[C:18][CH2:19][CH:20]([OH:22])[CH3:21])=[CH:15][CH:16]=1)=[O:7])([CH3:4])([CH3:3])[CH3:2]. Product: [C:1]([O:5][C:6]([NH:8][C@H:9]([C:23]([O:25][CH3:26])=[O:24])[CH2:10][C:11]1[CH:12]=[N:13][C:14]([CH2:17][CH2:18][CH2:19][CH:20]([OH:22])[CH3:21])=[CH:15][CH:16]=1)=[O:7])([CH3:4])([CH3:2])[CH3:3]. The catalyst class is: 19. (3) Reactant: [N+:1]([C:4]1[CH:5]=[C:6]([CH2:10][S:11]([N:14]([CH3:16])[CH3:15])(=[O:13])=[O:12])[CH:7]=[CH:8][CH:9]=1)([O-])=O. Product: [NH2:1][C:4]1[CH:5]=[C:6]([CH2:10][S:11]([N:14]([CH3:16])[CH3:15])(=[O:13])=[O:12])[CH:7]=[CH:8][CH:9]=1. The catalyst class is: 227.